This data is from Forward reaction prediction with 1.9M reactions from USPTO patents (1976-2016). The task is: Predict the product of the given reaction. (1) Given the reactants [CH2:1]([O:3][C:4]([C:6]1([C:9]2[CH:14]=[CH:13][C:12]([C:15]3[CH:20]=[CH:19][C:18]([C:21]4[O:25][N:24]=[C:23]([CH3:26])[C:22]=4[NH2:27])=[CH:17][CH:16]=3)=[CH:11][CH:10]=2)[CH2:8][CH2:7]1)=[O:5])[CH3:2].Br[C:29]1[CH:34]=[CH:33][CH:32]=[C:31]([N:35]2[CH:39]=[CH:38][CH:37]=[N:36]2)[N:30]=1, predict the reaction product. The product is: [CH2:1]([O:3][C:4]([C:6]1([C:9]2[CH:10]=[CH:11][C:12]([C:15]3[CH:20]=[CH:19][C:18]([C:21]4[O:25][N:24]=[C:23]([CH3:26])[C:22]=4[NH:27][C:29]4[CH:34]=[CH:33][CH:32]=[C:31]([N:35]5[CH:39]=[CH:38][CH:37]=[N:36]5)[N:30]=4)=[CH:17][CH:16]=3)=[CH:13][CH:14]=2)[CH2:8][CH2:7]1)=[O:5])[CH3:2]. (2) Given the reactants BrC1C=CC2OCCC3N(N=C(C4N(C(C)C)N=CN=4)C=3)C=2C=1.C[N:25](C)[CH:26]=[N:27][C:28]([C:30]1[CH:31]=[C:32]2[N:38]([N:39]=1)[C:37]1[CH:40]=[C:41]([Br:44])[CH:42]=[CH:43][C:36]=1[O:35][CH2:34][CH2:33]2)=O.[F:46][C:47]([F:52])([F:51])[CH2:48][NH:49]N, predict the reaction product. The product is: [Br:44][C:41]1[CH:42]=[CH:43][C:36]2[O:35][CH2:34][CH2:33][C:32]3[N:38]([N:39]=[C:30]([C:28]4[N:49]([CH2:48][C:47]([F:52])([F:51])[F:46])[N:25]=[CH:26][N:27]=4)[CH:31]=3)[C:37]=2[CH:40]=1. (3) Given the reactants [C:1]([C:3]1[CH:8]=[C:7](/[CH:9]=[CH:10]/[C:11]([O:13][C:14]([CH3:17])([CH3:16])[CH3:15])=[O:12])[CH:6]=[CH:5][N:4]=1)#[N:2].[C:18](OC)(=[O:26])[C:19]1[C:20](=[CH:22][CH:23]=[CH:24][CH:25]=1)[SH:21].C(N(CC)CC)C, predict the reaction product. The product is: [O:26]=[C:18]1[C:19]2[CH:25]=[CH:24][CH:23]=[CH:22][C:20]=2[S:21][C:1]([C:3]2[CH:8]=[C:7](/[CH:9]=[CH:10]/[C:11]([O:13][C:14]([CH3:17])([CH3:16])[CH3:15])=[O:12])[CH:6]=[CH:5][N:4]=2)=[N:2]1. (4) Given the reactants [Br:1][C:2]1[CH:10]=[CH:9][CH:8]=[C:7]2[C:3]=1[C:4](O)([C:22]1[C:27]([OH:28])=[CH:26][CH:25]=[C:24]([O:29][CH3:30])[N:23]=1)[C:5](=[O:21])[N:6]2[CH2:11][C:12]1[O:13][C:14]([C:17]([F:20])([F:19])[F:18])=[CH:15][CH:16]=1.C(N(CC)CC)C.S(Cl)(Cl)=O.C(O)(=O)C, predict the reaction product. The product is: [Br:1][C:2]1[CH:10]=[CH:9][CH:8]=[C:7]2[C:3]=1[CH:4]([C:22]1[C:27]([OH:28])=[CH:26][CH:25]=[C:24]([O:29][CH3:30])[N:23]=1)[C:5](=[O:21])[N:6]2[CH2:11][C:12]1[O:13][C:14]([C:17]([F:19])([F:20])[F:18])=[CH:15][CH:16]=1.